This data is from Catalyst prediction with 721,799 reactions and 888 catalyst types from USPTO. The task is: Predict which catalyst facilitates the given reaction. (1) Reactant: [CH3:1][N:2]1[C:10]2[C:5](=[CH:6][C:7]([N+:11]([O-])=O)=[CH:8][N:9]=2)[CH:4]=[CH:3]1.[Cl-].[NH4+].CO. Product: [NH2:11][C:7]1[CH:6]=[C:5]2[C:10](=[N:9][CH:8]=1)[N:2]([CH3:1])[CH:3]=[CH:4]2. The catalyst class is: 150. (2) Reactant: [N+:1]([C:4]1[CH:9]=[CH:8][C:7]([OH:10])=[CH:6][CH:5]=1)([O-:3])=[O:2].C([O-])([O-])=O.[Cs+].[Cs+].[Br:17][CH2:18][CH2:19]Br. Product: [Br:17][CH2:18][CH2:19][O:10][C:7]1[CH:8]=[CH:9][C:4]([N+:1]([O-:3])=[O:2])=[CH:5][CH:6]=1. The catalyst class is: 3. (3) Reactant: [C:1](=[O:21])([O:7][C:8]1[C:12]2[CH:13]=[C:14]([CH:19]=[O:20])[C:15](F)=[C:16]([F:17])[C:11]=2[O:10][N:9]=1)[O:2][C:3]([CH3:6])([CH3:5])[CH3:4].CCN(C(C)C)C(C)C.[CH3:31][C@H:32]1[O:37][C@@H:36]([CH3:38])[CH2:35][NH:34][CH2:33]1. Product: [C:1](=[O:21])([O:7][CH:8]1[C:12]2[CH:13]=[C:14]([CH:19]=[O:20])[C:15]([N:34]3[CH2:33][C@H:32]([CH3:31])[O:37][C@H:36]([CH3:38])[CH2:35]3)=[C:16]([F:17])[C:11]=2[O:10][NH:9]1)[O:2][C:3]([CH3:6])([CH3:5])[CH3:4]. The catalyst class is: 10. (4) Reactant: [Cl:1][C:2]1[CH:7]=[CH:6][CH:5]=[C:4]([F:8])[C:3]=1[C:9]1[CH:10]=[C:11]2[C:15](=[CH:16][CH:17]=1)[NH:14][CH:13]=[C:12]2[C:18]1[N:23]=[C:22]([O:24][C@@H:25]2[CH2:30][CH2:29][CH2:28][N:27](C(OC(C)(C)C)=O)[CH2:26]2)[CH:21]=[N:20][CH:19]=1.[C:38]([OH:44])([C:40]([F:43])([F:42])[F:41])=[O:39]. Product: [F:41][C:40]([F:43])([F:42])[C:38]([OH:44])=[O:39].[F:41][C:40]([F:43])([F:42])[C:38]([OH:44])=[O:39].[Cl:1][C:2]1[CH:7]=[CH:6][CH:5]=[C:4]([F:8])[C:3]=1[C:9]1[CH:10]=[C:11]2[C:15](=[CH:16][CH:17]=1)[NH:14][CH:13]=[C:12]2[C:18]1[CH:19]=[N:20][CH:21]=[C:22]([O:24][C@@H:25]2[CH2:30][CH2:29][CH2:28][NH:27][CH2:26]2)[N:23]=1. The catalyst class is: 2. (5) Reactant: C(OC([N:8]1[CH2:13][CH2:12][CH:11]([O:14][C:15]2[C:20]([F:21])=[CH:19][C:18]([C:22]3[CH2:27][CH2:26][C:25](=[O:28])[NH:24][N:23]=3)=[CH:17][C:16]=2[F:29])[CH2:10][CH2:9]1)=O)(C)(C)C.FC(F)(F)C(O)=O. Product: [F:21][C:20]1[CH:19]=[C:18]([C:22]2[CH2:27][CH2:26][C:25](=[O:28])[NH:24][N:23]=2)[CH:17]=[C:16]([F:29])[C:15]=1[O:14][CH:11]1[CH2:12][CH2:13][NH:8][CH2:9][CH2:10]1. The catalyst class is: 2.